This data is from Cav3 T-type calcium channel HTS with 100,875 compounds. The task is: Binary Classification. Given a drug SMILES string, predict its activity (active/inactive) in a high-throughput screening assay against a specified biological target. (1) The molecule is S(=O)(=O)(N1CCC(NC(=O)C(C)(C)C)CC1)c1ccc(cc1)C(F)(F)F. The result is 0 (inactive). (2) The molecule is O(c1ccc(C(=O)NCCc2ccccc2)cc1)CC. The result is 0 (inactive). (3) The drug is O(CC(=O)NCCC=1CCCCC1)c1cc(n2nnnc2)ccc1. The result is 0 (inactive). (4) The molecule is s1c(C(=O)NCC(=O)N(C(C(=O)NCC2OCCC2)c2ccccc2)Cc2ccccc2)ccc1. The result is 0 (inactive).